This data is from Forward reaction prediction with 1.9M reactions from USPTO patents (1976-2016). The task is: Predict the product of the given reaction. (1) The product is: [NH2:7][CH:8]1[CH2:13][CH2:12][N:11]([S:14]([C:17]2[CH:18]=[CH:19][C:20]([C:23]([N:25]3[CH2:30][CH2:29][CH2:28][CH2:27][CH2:26]3)=[O:24])=[CH:21][CH:22]=2)(=[O:16])=[O:15])[CH2:10][CH2:9]1. Given the reactants C(OC(=O)[NH:7][CH:8]1[CH2:13][CH2:12][N:11]([S:14]([C:17]2[CH:22]=[CH:21][C:20]([C:23]([N:25]3[CH2:30][CH2:29][CH2:28][CH2:27][CH2:26]3)=[O:24])=[CH:19][CH:18]=2)(=[O:16])=[O:15])[CH2:10][CH2:9]1)(C)(C)C.Cl, predict the reaction product. (2) Given the reactants [CH3:1][O:2][C:3]1[CH:4]=[C:5]([CH2:9][CH2:10][C:11]([O:13][CH2:14][CH3:15])=[O:12])[CH:6]=[CH:7][CH:8]=1.[I:16]I.C([P+](C1C=CC=CC=1)(C1C=CC=CC=1)C1C=CC=CC=1)CCC, predict the reaction product. The product is: [I:16][C:6]1[CH:7]=[CH:8][C:3]([O:2][CH3:1])=[CH:4][C:5]=1[CH2:9][CH2:10][C:11]([O:13][CH2:14][CH3:15])=[O:12]. (3) Given the reactants [CH2:1]([O:3][C@@H:4]([CH2:8][C:9]1[CH:14]=[CH:13][C:12]([O:15][CH2:16][C:17]([C:19]2[CH:24]=[CH:23][CH:22]=[C:21]([O:25][CH3:26])[CH:20]=2)=[O:18])=[CH:11][CH:10]=1)[C:5]([OH:7])=O)[CH3:2].C(N(CC)C(C)C)(C)C.F[P-](F)(F)(F)(F)F.C[N+](C)=[C:45](N(C)C)[O:46][N:47]1C2N=CC=CC=2N=N1.Cl.O(N)C, predict the reaction product. The product is: [CH2:1]([O:3][C@@H:4]([CH2:8][C:9]1[CH:14]=[CH:13][C:12]([O:15][CH2:16][C:17]([C:19]2[CH:24]=[CH:23][CH:22]=[C:21]([O:25][CH3:26])[CH:20]=2)=[O:18])=[CH:11][CH:10]=1)[C:5]([NH:47][O:46][CH3:45])=[O:7])[CH3:2]. (4) Given the reactants C[C:2]([S:7][C:8]1[S:12][C:11]([NH:13][C:14]([N:16]([C@H:25]2[CH2:30][CH2:29][C@H:28](C)[CH2:27][CH2:26]2)[CH2:17][CH2:18][C:19]2[CH:24]=[CH:23][CH:22]=[CH:21][CH:20]=2)=[O:15])=[N:10][CH:9]=1)(C)[C:3]([OH:5])=[O:4].[CH3:32][O:33][C@H]1CC[C@H](N)CC1.C1(CCBr)C=CC=CC=1, predict the reaction product. The product is: [CH3:32][O:33][C@H:28]1[CH2:29][CH2:30][C@H:25]([N:16]([CH2:17][CH2:18][C:19]2[CH:20]=[CH:21][CH:22]=[CH:23][CH:24]=2)[C:14](=[O:15])[NH:13][C:11]2[S:12][C:8]([S:7][CH2:2][C:3]([OH:5])=[O:4])=[CH:9][N:10]=2)[CH2:26][CH2:27]1. (5) Given the reactants [NH2:1][C:2]1[CH:22]=[CH:21][C:5]([CH2:6][N:7]([CH:15]2[CH2:20][CH2:19][CH2:18][CH2:17][CH2:16]2)[C:8]([C:10]2[O:11][CH:12]=[CH:13][CH:14]=2)=[O:9])=[CH:4][CH:3]=1.[CH:23]1[C:35]2[CH:34]([CH2:36][O:37][C:38]([NH:40][C@@H:41]([CH2:45][CH2:46][CH2:47][CH3:48])[C:42](O)=[O:43])=[O:39])[C:33]3[C:28](=[CH:29][CH:30]=[CH:31][CH:32]=3)[C:27]=2[CH:26]=[CH:25][CH:24]=1, predict the reaction product. The product is: [CH:32]1[C:33]2[CH:34]([CH2:36][O:37][C:38](=[O:39])[NH:40][C@H:41]([C:42](=[O:43])[NH:1][C:2]3[CH:3]=[CH:4][C:5]([CH2:6][N:7]([CH:15]4[CH2:20][CH2:19][CH2:18][CH2:17][CH2:16]4)[C:8]([C:10]4[O:11][CH:12]=[CH:13][CH:14]=4)=[O:9])=[CH:21][CH:22]=3)[CH2:45][CH2:46][CH2:47][CH3:48])[C:35]3[C:27](=[CH:26][CH:25]=[CH:24][CH:23]=3)[C:28]=2[CH:29]=[CH:30][CH:31]=1. (6) Given the reactants [CH3:1][O:2][C:3]1[CH:4]=[C:5]([C:11](=O)[CH3:12])[CH:6]=[CH:7][C:8]=1[O:9][CH3:10].Cl.[N+:15]([C:18]1[CH:26]=[CH:25][C:21]([CH2:22][O:23][NH2:24])=[CH:20][CH:19]=1)([O-:17])=[O:16], predict the reaction product. The product is: [N+:15]([C:18]1[CH:19]=[CH:20][C:21]([CH2:22][O:23]/[N:24]=[C:11](/[C:5]2[CH:6]=[CH:7][C:8]([O:9][CH3:10])=[C:3]([O:2][CH3:1])[CH:4]=2)\[CH3:12])=[CH:25][CH:26]=1)([O-:17])=[O:16].